This data is from Forward reaction prediction with 1.9M reactions from USPTO patents (1976-2016). The task is: Predict the product of the given reaction. Given the reactants [F:1][C:2]([F:11])([F:10])[C:3]1[CH:8]=[C:7]([OH:9])[CH:6]=[CH:5][N:4]=1.[F:12][C:13]1[CH:14]=[C:15]([CH:18]=[C:19]([F:22])[C:20]=1F)[CH:16]=[O:17], predict the reaction product. The product is: [F:12][C:13]1[CH:14]=[C:15]([CH:18]=[C:19]([F:22])[C:20]=1[O:9][C:7]1[CH:6]=[CH:5][N:4]=[C:3]([C:2]([F:1])([F:10])[F:11])[CH:8]=1)[CH:16]=[O:17].